Dataset: NCI-60 drug combinations with 297,098 pairs across 59 cell lines. Task: Regression. Given two drug SMILES strings and cell line genomic features, predict the synergy score measuring deviation from expected non-interaction effect. (1) Drug 1: C1=CC(=CC=C1CCC2=CNC3=C2C(=O)NC(=N3)N)C(=O)NC(CCC(=O)O)C(=O)O. Drug 2: CC1CCCC2(C(O2)CC(NC(=O)CC(C(C(=O)C(C1O)C)(C)C)O)C(=CC3=CSC(=N3)C)C)C. Cell line: M14. Synergy scores: CSS=22.1, Synergy_ZIP=0.788, Synergy_Bliss=-0.0853, Synergy_Loewe=-2.09, Synergy_HSA=-1.88. (2) Drug 1: CCC1(CC2CC(C3=C(CCN(C2)C1)C4=CC=CC=C4N3)(C5=C(C=C6C(=C5)C78CCN9C7C(C=CC9)(C(C(C8N6C=O)(C(=O)OC)O)OC(=O)C)CC)OC)C(=O)OC)O.OS(=O)(=O)O. Drug 2: CC1CCC2CC(C(=CC=CC=CC(CC(C(=O)C(C(C(=CC(C(=O)CC(OC(=O)C3CCCCN3C(=O)C(=O)C1(O2)O)C(C)CC4CCC(C(C4)OC)OCCO)C)C)O)OC)C)C)C)OC. Cell line: NCI-H226. Synergy scores: CSS=-0.731, Synergy_ZIP=-1.33, Synergy_Bliss=-1.43, Synergy_Loewe=-3.66, Synergy_HSA=-2.53.